Predict the reaction yield, written as a fraction of the theoretical maximum amount of product (1.0 means a 100% yield; for example, 0.34 means a 34% yield). From a dataset of Reaction yield outcomes from USPTO patents with 853,638 reactions. The reactants are [CH2:1]([N:8]([CH2:21][CH3:22])[C:9]1[C:10]([CH3:20])=[C:11]([CH:17]=[CH:18][CH:19]=1)[C:12]([O:14]CC)=[O:13])[C:2]1[CH:7]=[CH:6][CH:5]=[CH:4][CH:3]=1.[OH-].[Na+]. The catalyst is C1COCC1.CO. The product is [CH2:1]([N:8]([CH2:21][CH3:22])[C:9]1[C:10]([CH3:20])=[C:11]([CH:17]=[CH:18][CH:19]=1)[C:12]([OH:14])=[O:13])[C:2]1[CH:3]=[CH:4][CH:5]=[CH:6][CH:7]=1. The yield is 0.800.